From a dataset of Reaction yield outcomes from USPTO patents with 853,638 reactions. Predict the reaction yield, written as a fraction of the theoretical maximum amount of product (1.0 means a 100% yield; for example, 0.34 means a 34% yield). (1) The reactants are [CH3:1][O:2][C:3]1[N:8]=[CH:7][C:6](B(O)O)=[CH:5][CH:4]=1.Br[C:13]1[CH:18]=[CH:17][CH:16]=[CH:15][N:14]=1.C(=O)([O-])[O-].[K+].[K+].COCCOC. The catalyst is C([O-])(=O)C.[Pd+2].C([O-])(=O)C.C1(P(C2C=CC=CC=2)C2C=CC=CC=2)C=CC=CC=1.C(OCC)(=O)C.O. The product is [CH3:1][O:2][C:3]1[CH:4]=[CH:5][C:6]([C:13]2[CH:18]=[CH:17][CH:16]=[CH:15][N:14]=2)=[CH:7][N:8]=1. The yield is 0.870. (2) The reactants are [CH2:1]([C:3]1[S:7][C:6]([C:8]([O:10]C)=[O:9])=[CH:5][C:4]=1[C:12]1[N:16]([CH3:17])[N:15]=[CH:14][C:13]=1[CH2:18][CH3:19])[CH3:2].[OH-].[Na+]. The catalyst is O1CCCC1. The product is [CH2:1]([C:3]1[S:7][C:6]([C:8]([OH:10])=[O:9])=[CH:5][C:4]=1[C:12]1[N:16]([CH3:17])[N:15]=[CH:14][C:13]=1[CH2:18][CH3:19])[CH3:2]. The yield is 1.00. (3) The reactants are [F:1][C:2]1[CH:7]=[CH:6][CH:5]=[C:4]([F:8])[C:3]=1[N:9]1[C:14]2[N:15]=[C:16]([S:29][CH3:30])[N:17]=[C:18]([C:19]3[CH:20]=[C:21]([CH:25]=[CH:26][C:27]=3[CH3:28])[C:22]([OH:24])=[O:23])[C:13]=2[CH:12]=[CH:11][C:10]1=[O:31].ClC1C=C(C(OO)=[O:40])C=CC=1.CCOC(C)=O. The catalyst is C(Cl)Cl. The product is [F:8][C:4]1[CH:5]=[CH:6][CH:7]=[C:2]([F:1])[C:3]=1[N:9]1[C:14]2[N:15]=[C:16]([S:29]([CH3:30])=[O:40])[N:17]=[C:18]([C:19]3[CH:20]=[C:21]([CH:25]=[CH:26][C:27]=3[CH3:28])[C:22]([OH:24])=[O:23])[C:13]=2[CH:12]=[CH:11][C:10]1=[O:31]. The yield is 0.640. (4) The reactants are C([O:4][C:5]1[CH:6]=[C:7]2[C:12](=[CH:13][CH:14]=1)[N:11]=[C:10]([C:15]1[CH:20]=[CH:19][CH:18]=[C:17]([NH:21][C:22](=[O:29])[C:23]3[CH:28]=[CH:27][CH:26]=[N:25][CH:24]=3)[CH:16]=1)[N:9]=[C:8]2[NH:30][C:31]1[CH:32]=[C:33]2[C:37](=[CH:38][CH:39]=1)[N:36]([C:40]([O-])=[O:41])[N:35]=[CH:34]2)(=O)C.[NH4+].[OH-:44]. The catalyst is CO. The product is [OH:4][C:5]1[CH:6]=[C:7]2[C:12](=[CH:13][CH:14]=1)[N:11]=[C:10]([C:15]1[CH:20]=[CH:19][CH:18]=[C:17]([NH:21][C:22](=[O:29])[C:23]3[CH:28]=[CH:27][CH:26]=[N:25][CH:24]=3)[CH:16]=1)[N:9]=[C:8]2[NH:30][C:31]1[CH:32]=[C:33]2[C:37](=[CH:38][CH:39]=1)[N:36]([C:40]([O:44][C:7]([CH3:12])([CH3:8])[CH3:6])=[O:41])[N:35]=[CH:34]2. The yield is 0.910.